This data is from Reaction yield outcomes from USPTO patents with 853,638 reactions. The task is: Predict the reaction yield, written as a fraction of the theoretical maximum amount of product (1.0 means a 100% yield; for example, 0.34 means a 34% yield). (1) The catalyst is ClCCl. The product is [CH3:8][O:9][C:10](=[O:60])[C@H:11]([NH2:52])[C:12]1[CH:13]=[CH:14][C:15]([C:18]2[CH:23]=[CH:22][C:21]([C:24]([CH2:25][CH3:26])([C:29]3[CH:34]=[CH:33][C:32]([CH2:35][CH2:36][CH:37]([OH:42])[C:38]([CH3:39])([CH3:40])[CH3:41])=[C:31]([CH3:50])[CH:30]=3)[CH2:27][CH3:28])=[CH:20][C:19]=2[CH3:51])=[CH:16][CH:17]=1. The yield is 0.650. The reactants are FC(F)(F)C(O)=O.[CH3:8][O:9][C:10](=[O:60])[C@H:11]([NH:52]C(OC(C)(C)C)=O)[C:12]1[CH:17]=[CH:16][C:15]([C:18]2[CH:23]=[CH:22][C:21]([C:24]([C:29]3[CH:34]=[CH:33][C:32]([CH2:35][CH2:36][CH:37]([O:42][Si](C(C)(C)C)(C)C)[C:38]([CH3:41])([CH3:40])[CH3:39])=[C:31]([CH3:50])[CH:30]=3)([CH2:27][CH3:28])[CH2:25][CH3:26])=[CH:20][C:19]=2[CH3:51])=[CH:14][CH:13]=1. (2) The reactants are CS[C:3]1[C:4]2[CH:12]=[N:11][CH:10]=[CH:9][C:5]=2[N:6]=[CH:7][N:8]=1.[Br:13][C:14]1[CH:15]=[C:16]([CH:18]=[CH:19][CH:20]=1)[NH2:17]. No catalyst specified. The product is [Br:13][C:14]1[CH:15]=[C:16]([CH:18]=[CH:19][CH:20]=1)[NH:17][C:3]1[C:4]2[CH:12]=[N:11][CH:10]=[CH:9][C:5]=2[N:6]=[CH:7][N:8]=1. The yield is 0.100. (3) The reactants are [NH2:1][C:2]1[N:3]=[C:4]([N:11]2[CH2:15][CH2:14][CH:13]([NH:16]C(=O)OC(C)(C)C)[CH2:12]2)[C:5]2[CH2:10][CH2:9][CH2:8][C:6]=2[N:7]=1.C(O)(C(F)(F)F)=O. The catalyst is C(Cl)Cl. The product is [NH2:16][CH:13]1[CH2:14][CH2:15][N:11]([C:4]2[C:5]3[CH2:10][CH2:9][CH2:8][C:6]=3[N:7]=[C:2]([NH2:1])[N:3]=2)[CH2:12]1. The yield is 0.570. (4) The reactants are [CH3:1][O:2][C:3]1[CH:12]=[CH:11][CH:10]=[C:9](B2OC(C)(C)C(C)(C)O2)[C:4]=1[C:5]([O:7][CH3:8])=[O:6].Br[C:23]1[N:28]=[CH:27][CH:26]=[CH:25][N:24]=1.C([O-])([O-])=O.[Na+].[Na+].O. The catalyst is C1COCC1.CC(P(C(C)(C)C)[C-]1C=CC=C1)(C)C.CC(P(C(C)(C)C)[C-]1C=CC=C1)(C)C.Cl[Pd]Cl.[Fe+2].CCOC(C)=O. The product is [CH3:1][O:2][C:3]1[CH:12]=[CH:11][CH:10]=[C:9]([C:23]2[N:28]=[CH:27][CH:26]=[CH:25][N:24]=2)[C:4]=1[C:5]([O:7][CH3:8])=[O:6]. The yield is 0.630. (5) The reactants are [NH2:1][C:2]1[N:7]=[C:6]([NH2:8])[C:5](I)=[C:4]([CH3:10])[N:3]=1.[CH3:11][O:12][C:13]1[CH:18]=[C:17]([CH:19]([O:22][CH3:23])[C:20]#[CH:21])[CH:16]=[C:15]([O:24][CH3:25])[C:14]=1[O:26][CH3:27]. No catalyst specified. The product is [NH2:1][C:2]1[N:7]=[C:6]([NH2:8])[C:5]([C:21]#[C:20][CH:19]([O:22][CH3:23])[C:17]2[CH:16]=[C:15]([O:24][CH3:25])[C:14]([O:26][CH3:27])=[C:13]([O:12][CH3:11])[CH:18]=2)=[C:4]([CH3:10])[N:3]=1. The yield is 0.930. (6) The reactants are [Br:1][C:2]1[CH:6]=[N:5][N:4]([CH3:7])[C:3]=1[C:8]1[CH:9]=[C:10]([NH2:16])[CH:11]=[CH:12][C:13]=1[O:14][CH3:15].[F:17][C:18]1[CH:23]=[CH:22][CH:21]=[CH:20][C:19]=1[N:24]=[C:25]=[O:26]. The product is [Br:1][C:2]1[CH:6]=[N:5][N:4]([CH3:7])[C:3]=1[C:8]1[CH:9]=[C:10]([NH:16][C:25]([NH:24][C:19]2[CH:20]=[CH:21][CH:22]=[CH:23][C:18]=2[F:17])=[O:26])[CH:11]=[CH:12][C:13]=1[O:14][CH3:15]. The catalyst is C(Cl)Cl. The yield is 0.910. (7) The reactants are CO[C:3](=[O:19])[C:4]1[CH:9]=[CH:8][C:7]([O:10][CH2:11][C:12]2[CH:17]=[CH:16][CH:15]=[CH:14][CH:13]=2)=[CH:6][C:5]=1[SH:18].Br[CH2:21][C:22]([O:24][C:25]([CH3:28])([CH3:27])[CH3:26])=[O:23].C[O-].[Na+].Cl. The catalyst is CN(C)C=O.C(OCC)(=O)C. The product is [C:25]([O:24][C:22]([C:21]1[S:18][C:5]2[CH:6]=[C:7]([O:10][CH2:11][C:12]3[CH:13]=[CH:14][CH:15]=[CH:16][CH:17]=3)[CH:8]=[CH:9][C:4]=2[C:3]=1[OH:19])=[O:23])([CH3:28])([CH3:27])[CH3:26]. The yield is 0.770.